This data is from Catalyst prediction with 721,799 reactions and 888 catalyst types from USPTO. The task is: Predict which catalyst facilitates the given reaction. (1) Reactant: [NH2:1][CH:2]([C:6]#[N:7])[C:3]([NH2:5])=[O:4].[C:8](OCC)(OCC)(OCC)[CH3:9].[NH2:19][CH:20]([CH2:24][CH2:25][CH2:26][C:27]1[CH:32]=[CH:31][CH:30]=[CH:29][CH:28]=1)[CH:21]([OH:23])[CH3:22]. Product: [NH2:7][C:6]1[N:19]([CH:20]([CH:21]([OH:23])[CH3:22])[CH2:24][CH2:25][CH2:26][C:27]2[CH:28]=[CH:29][CH:30]=[CH:31][CH:32]=2)[C:8]([CH3:9])=[N:1][C:2]=1[C:3]([NH2:5])=[O:4]. The catalyst class is: 10. (2) Reactant: [CH2:1]=O.[NH2:3][C:4]1[C:12]([C:13]2[CH:17]=[CH:16][O:15][CH:14]=2)=[CH:11][CH:10]=[C:9]([CH2:18][S:19]([C:22]2[CH:27]=[CH:26][CH:25]=[CH:24][CH:23]=2)(=[O:21])=[O:20])[C:5]=1[C:6]([OH:8])=[O:7]. Product: [C:22]1([S:19]([CH2:18][C:9]2[C:5]3[C:6](=[O:8])[O:7][CH2:1][NH:3][C:4]=3[C:12]([C:13]3[CH:17]=[CH:16][O:15][CH:14]=3)=[CH:11][CH:10]=2)(=[O:21])=[O:20])[CH:23]=[CH:24][CH:25]=[CH:26][CH:27]=1. The catalyst class is: 5.